This data is from Catalyst prediction with 721,799 reactions and 888 catalyst types from USPTO. The task is: Predict which catalyst facilitates the given reaction. Reactant: [Cl:1][C:2]1[C:35]([F:36])=[CH:34][CH:33]=[CH:32][C:3]=1[CH2:4][NH:5][C:6](=[O:31])[N:7]([C@H:9]([CH2:15][O:16][C:17](=[O:30])[NH:18][C:19]1[N:20]=[CH:21][C:22]2[C:27]([CH:28]=1)=[CH:26][C:25]([F:29])=[CH:24][CH:23]=2)[CH2:10][CH2:11][C:12](O)=[O:13])[CH3:8].CN(C(ON1N=NC2C=CC=CC1=2)=[N+](C)C)C.F[P-](F)(F)(F)(F)F.[C:61]([O:65][C:66]([N:68]1[CH2:73][CH2:72][NH:71][CH2:70][CH2:69]1)=[O:67])([CH3:64])([CH3:63])[CH3:62].CCN(C(C)C)C(C)C. Product: [Cl:1][C:2]1[C:35]([F:36])=[CH:34][CH:33]=[CH:32][C:3]=1[CH2:4][NH:5][C:6](=[O:31])[N:7]([C@H:9]([CH2:15][O:16][C:17](=[O:30])[NH:18][C:19]1[N:20]=[CH:21][C:22]2[C:27]([CH:28]=1)=[CH:26][C:25]([F:29])=[CH:24][CH:23]=2)[CH2:10][CH2:11][C:12]([N:71]1[CH2:72][CH2:73][N:68]([C:66]([O:65][C:61]([CH3:64])([CH3:62])[CH3:63])=[O:67])[CH2:69][CH2:70]1)=[O:13])[CH3:8]. The catalyst class is: 3.